Dataset: Forward reaction prediction with 1.9M reactions from USPTO patents (1976-2016). Task: Predict the product of the given reaction. (1) The product is: [Cl:21][C:22]1[CH:23]=[CH:24][C:25]([C:28]2[CH:33]=[CH:32][C:31]([CH2:34][NH:35][C:14]([CH:13]3[CH2:17][CH2:18][CH2:19][N:11]([C:6]4[CH:7]=[CH:8][CH:9]=[CH:10][C:5]=4[C:3]([O:2][CH3:1])=[O:4])[CH2:12]3)=[O:16])=[CH:30][CH:29]=2)=[CH:26][CH:27]=1. Given the reactants [CH3:1][O:2][C:3]([C:5]1[CH:10]=[CH:9][CH:8]=[CH:7][C:6]=1[N:11]1[CH2:19][CH2:18][CH2:17][CH:13]([C:14]([OH:16])=O)[CH2:12]1)=[O:4].Cl.[Cl:21][C:22]1[CH:27]=[CH:26][C:25]([C:28]2[CH:33]=[CH:32][C:31]([CH2:34][NH2:35])=[CH:30][CH:29]=2)=[CH:24][CH:23]=1, predict the reaction product. (2) Given the reactants [F:1][C:2]1([F:37])[O:6][C:5]2[CH:7]=[CH:8][C:9]([C:11]3([C:14]([NH:16][C@@H:17]4[C:26]5[C:21](=[CH:22][CH:23]=[CH:24][CH:25]=5)[O:20][C@H:19]([C:27]5[S:28][C:29]([C:32]([O:34]CC)=[O:33])=[CH:30][N:31]=5)[CH2:18]4)=[O:15])[CH2:13][CH2:12]3)=[CH:10][C:4]=2[O:3]1.[OH-].[Na+].Cl, predict the reaction product. The product is: [F:37][C:2]1([F:1])[O:6][C:5]2[CH:7]=[CH:8][C:9]([C:11]3([C:14]([NH:16][C@@H:17]4[C:26]5[C:21](=[CH:22][CH:23]=[CH:24][CH:25]=5)[O:20][CH:19]([C:27]5[S:28][C:29]([C:32]([OH:34])=[O:33])=[CH:30][N:31]=5)[CH2:18]4)=[O:15])[CH2:13][CH2:12]3)=[CH:10][C:4]=2[O:3]1. (3) Given the reactants [CH3:1][O:2][C:3]1[CH:31]=[C:30]([O:32][CH3:33])[CH:29]=[CH:28][C:4]=1[CH2:5][NH:6][C:7]1[N:16]2[N:17]=[C:18]([CH2:20][CH2:21][OH:22])[N:19]=[C:15]2[C:14]2[C:9](=[C:10]3[O:25][C:24]([F:27])([F:26])[O:23][C:11]3=[CH:12][CH:13]=2)[N:8]=1.C(N(CC)CC)C.[CH3:41][S:42](Cl)(=[O:44])=[O:43], predict the reaction product. The product is: [CH3:41][S:42]([O:22][CH2:21][CH2:20][C:18]1[N:19]=[C:15]2[N:16]([C:7]([NH:6][CH2:5][C:4]3[CH:28]=[CH:29][C:30]([O:32][CH3:33])=[CH:31][C:3]=3[O:2][CH3:1])=[N:8][C:9]3[C:14]2=[CH:13][CH:12]=[C:11]2[O:23][C:24]([F:26])([F:27])[O:25][C:10]=32)[N:17]=1)(=[O:44])=[O:43]. (4) Given the reactants [CH3:1][O:2][C:3]1([CH2:16][CH2:17][CH:18]([CH3:20])[CH3:19])[C:12]2[C:7](=[CH:8][CH:9]=[CH:10][CH:11]=2)[C:6]([O:13]C)=[CH:5][C:4]1=[O:15], predict the reaction product. The product is: [CH3:1][O:2][C:3]1([CH2:16][CH2:17][CH:18]([CH3:20])[CH3:19])[C:12]2[C:7](=[CH:8][CH:9]=[CH:10][CH:11]=2)[C:6](=[O:13])[CH2:5][C:4]1=[O:15]. (5) Given the reactants [O:1]1[CH:5]=[CH:4][CH:3]=[C:2]1[C:6]1[C:11]([CH:12]=[CH2:13])=[C:10]([S:14][CH3:15])[N:9]=[C:8]([NH2:16])[N:7]=1.[H][H], predict the reaction product. The product is: [CH2:12]([C:11]1[C:6]([C:2]2[O:1][CH:5]=[CH:4][CH:3]=2)=[N:7][C:8]([NH2:16])=[N:9][C:10]=1[S:14][CH3:15])[CH3:13]. (6) Given the reactants [OH:1][C:2]1[CH:3]=[C:4]([CH:7]=[CH:8][CH:9]=1)[CH:5]=[O:6].CC(C)([O-])C.[K+].Br[CH2:17][C:18]([O:20][CH:21]([CH3:23])[CH3:22])=[O:19], predict the reaction product. The product is: [CH:21]([O:20][C:18](=[O:19])[CH2:17][O:1][C:2]1[CH:9]=[CH:8][CH:7]=[C:4]([CH:5]=[O:6])[CH:3]=1)([CH3:23])[CH3:22]. (7) Given the reactants [OH:1][C@H:2]1[CH2:19][CH2:18][C@@:17]2([CH3:20])[C@@H:4]([CH2:5][CH2:6][C@:7]3([CH3:36])[C@@H:16]2[CH2:15][CH2:14][C@H:13]2[C@@:8]3([CH3:35])[CH2:9][CH2:10][C@@:11]3([C:27]([N:29]4[CH2:34][CH2:33][CH2:32][CH2:31][CH2:30]4)=[O:28])[CH2:23][CH2:22][C@@H:21]([C:24]([CH3:26])=[CH2:25])[C@@H:12]32)[C:3]1([CH3:38])[CH3:37].[CH2:39]([Zn]CC)C.ICI, predict the reaction product. The product is: [OH:1][C@H:2]1[CH2:19][CH2:18][C@@:17]2([CH3:20])[C@@H:4]([CH2:5][CH2:6][C@:7]3([CH3:36])[C@@H:16]2[CH2:15][CH2:14][C@H:13]2[C@@:8]3([CH3:35])[CH2:9][CH2:10][C@@:11]3([C:27]([N:29]4[CH2:34][CH2:33][CH2:32][CH2:31][CH2:30]4)=[O:28])[CH2:23][CH2:22][C@@H:21]([C:24]4([CH3:39])[CH2:26][CH2:25]4)[C@@H:12]32)[C:3]1([CH3:38])[CH3:37]. (8) Given the reactants C([O-])(=O)C.[Na+].Cl.NO.[C:9]([O:13][C:14]([N:16]1[CH2:21][CH2:20][CH:19]([O:22][C:23]2[CH:28]=[CH:27][CH:26]=[C:25]([N:29]=C(C3C=CC=CC=3)C3C=CC=CC=3)[CH:24]=2)[CH2:18][CH2:17]1)=[O:15])([CH3:12])([CH3:11])[CH3:10], predict the reaction product. The product is: [C:9]([O:13][C:14]([N:16]1[CH2:21][CH2:20][CH:19]([O:22][C:23]2[CH:28]=[CH:27][CH:26]=[C:25]([NH2:29])[CH:24]=2)[CH2:18][CH2:17]1)=[O:15])([CH3:12])([CH3:10])[CH3:11].